Regression. Given a target protein amino acid sequence and a drug SMILES string, predict the binding affinity score between them. We predict pKi (pKi = -log10(Ki in M); higher means stronger inhibition). Dataset: bindingdb_ki. From a dataset of Drug-target binding data from BindingDB using Ki measurements. (1) The compound is O=C(CCCN1CCC2(CC1)C(=O)NCN2c1ccccc1)c1ccc(F)cc1. The target protein (P35365) has sequence MEVSNLSGATPGIAFPPGPESCSDSPSSGRSMGSTPGGLILSGREPPFSAFTVLVVTLLVLLIAATFLWNLLVLVTILRVRAFHRVPHNLVASTAVSDVLVAALVMPLSLVSELSAGRRWQLGRSLCHVWISFDVLCCTASIWNVAAIALDRYWTITRHLQYTLRTRRRASALMIAITWALSALIALAPLLFGWGEAYDARLQRCQVSQEPSYAVFSTCGAFYVPLAVVLFVYWKIYKAAKFRFGRRRRAVVPLPATTQAKEAPQESETVFTARCRATVAFQTSGDSWREQKEKRAAMMVGILIGVFVLCWIPFFLTELVSPLCACSLPPIWKSIFLWLGYSNSFFNPLIYTAFNKNYNNAFKSLFTKQR. The pKi is 6.0. (2) The drug is Nc1ccn([C@@H]2O[C@H](CO)[C@@H](OP(=O)(O)O)[C@H]2O)c(=O)n1. The target protein (P07998) has sequence MALEKSLVRLLLLVLILLVLGWVQPSLGKESRAKKFQRQHMDSDSSPSSSSTYCNQMMRRRNMTQGRCKPVNTFVHEPLVDVQNVCFQEKVTCKNGQGNCYKSNSSMHITDCRLTNGSRYPNCAYRTSPKERHIIVACEGSPYVPVHFDASVEDST. The pKi is 4.0. (3) The small molecule is COC1CCN(c2cccc3c2CCN(C(=O)[C@H]2CC(c4cccc(Cl)c4F)=NO2)[C@H]3C(=O)Nc2cccnc2)CC1. The target protein (P03952) has sequence MILFKQATYFISLFATVSCGCLTQLYENAFFRGGDVASMYTPNAQYCQMRCTFHPRCLLFSFLPASSINDMEKRFGCFLKDSVTGTLPKVHRTGAVSGHSLKQCGHQISACHRDIYKGVDMRGVNFNVSKVSSVEECQKRCTNNIRCQFFSYATQTFHKAEYRNNCLLKYSPGGTPTAIKVLSNVESGFSLKPCALSEIGCHMNIFQHLAFSDVDVARVLTPDAFVCRTICTYHPNCLFFTFYTNVWKIESQRNVCLLKTSESGTPSSSTPQENTISGYSLLTCKRTLPEPCHSKIYPGVDFGGEELNVTFVKGVNVCQETCTKMIRCQFFTYSLLPEDCKEEKCKCFLRLSMDGSPTRIAYGTQGSSGYSLRLCNTGDNSVCTTKTSTRIVGGTNSSWGEWPWQVSLQVKLTAQRHLCGGSLIGHQWVLTAAHCFDGLPLQDVWRIYSGILNLSDITKDTPFSQIKEIIIHQNYKVSEGNHDIALIKLQAPLNYTEFQK.... The pKi is 5.9. (4) The drug is O=C(c1ccccc1O)c1cc(-c2ccccc2)ccc1O. The target protein (P08263) has sequence MAEKPKLHYFNARGRMESTRWLLAAAGVEFEEKFIKSAEDLDKLRNDGYLMFQQVPMVEIDGMKLVQTRAILNYIASKYNLYGKDIKERALIDMYIEGIADLGEMILLLPVCPPEEKDAKLALIKEKIKNRYFPAFEKVLKSHGQDYLVGNKLSRADIHLVELLYYVEELDSSLISSFPLLKALKTRISNLPTVKKFLQPGSPRKPPMDEKSLEEARKIFRF. The pKi is 5.8. (5) The compound is CC(C(=O)O)N(Cc1ccc([N+](=O)[O-])cc1)S(=O)(=O)c1cccs1. The target protein (P43153) has sequence MKKNLKRGELTKLKLVERWSATFTLAAFILFNSSFKVLAADKKVENSNNGQITREINADQISKTELNNEVATDNNRPLGPSIAPSRARNNKIYTFDELNRMNYSDLVELIKTISYENVPDLFNFNDGSYTFFSNRDRVQAIIYGLEDSGRTYTADDDKGIPTLVEFLRAGYYLGFYNKQLSYLNTPQLKNECLPAMKAIQYNSNFRLGTKAQDGVVEALGRLIGNASADPEVINNCIYVLSDFKDNIDKYGSNYSKGNAVFNLMKGIDYYTNSVIYNTKGYDAKNTEFYNRIDPYMERLESLCTIGDKLNNDNAWLVNNALYYTGRMGKFREDPSISQRALERAMKEYPYLSYQYIEAANDLDLNFGGKNSSGNDIDFNKIKADAREKYLPKTYTFDDGKFVVKAGDKVTEEKIKRLYWASKEVKAQFMRVVQNDKALEEGNPDDILTVVIYNSPEEYKLNRIINGFSTDNGGIYIENIGTFFTYERTPEESIYTLEELF.... The pKi is 5.7.